This data is from Reaction yield outcomes from USPTO patents with 853,638 reactions. The task is: Predict the reaction yield, written as a fraction of the theoretical maximum amount of product (1.0 means a 100% yield; for example, 0.34 means a 34% yield). (1) The reactants are [Si:1](Cl)([C:4]([CH3:7])([CH3:6])[CH3:5])([CH3:3])[CH3:2].N1C=CN=C1.[Cl:14][C:15]1[CH:16]=[C:17]([CH:21]([OH:24])[CH:22]=[CH2:23])[CH:18]=[CH:19][CH:20]=1. No catalyst specified. The product is [C:4]([Si:1]([O:24][CH:21]([C:17]1[CH:18]=[CH:19][CH:20]=[C:15]([Cl:14])[CH:16]=1)[CH:22]=[CH2:23])([CH3:3])[CH3:2])([CH3:7])([CH3:6])[CH3:5]. The yield is 0.460. (2) The reactants are Br[C:2]1[C:10]([O:11][CH3:12])=[CH:9][C:8]([O:13][CH3:14])=[C:7]2[C:3]=1[CH2:4][N:5]([CH:16]([C:18]1[CH:23]=[CH:22][C:21]([Cl:24])=[CH:20][CH:19]=1)[CH3:17])[C:6]2=O.C([SnH](CCCC)CCCC)CCC.[F-].[K+]. The catalyst is C1C=CC=CC=1. The product is [CH3:12][O:11][C:10]1[CH:2]=[C:3]2[C:7](=[C:8]([O:13][CH3:14])[CH:9]=1)[CH2:6][N:5]([CH:16]([C:18]1[CH:19]=[CH:20][C:21]([Cl:24])=[CH:22][CH:23]=1)[CH3:17])[CH2:4]2. The yield is 0.630. (3) The reactants are Cl[C:2]1[N:7]=[C:6]([NH:8][C:9]2[CH:14]=[CH:13][CH:12]=[CH:11][C:10]=2[S:15]([N:18]([CH3:20])[CH3:19])(=[O:17])=[O:16])[C:5]([Cl:21])=[CH:4][N:3]=1.[NH2:22][C:23]1[C:37]([O:38][CH3:39])=[CH:36][C:26]2[CH2:27][CH2:28][N:29]([CH2:32][CH:33]([OH:35])[CH3:34])[CH2:30][CH2:31][C:25]=2[CH:24]=1. No catalyst specified. The product is [Cl:21][C:5]1[C:6]([NH:8][C:9]2[CH:14]=[CH:13][CH:12]=[CH:11][C:10]=2[S:15]([N:18]([CH3:20])[CH3:19])(=[O:17])=[O:16])=[N:7][C:2]([NH:22][C:23]2[C:37]([O:38][CH3:39])=[CH:36][C:26]3[CH2:27][CH2:28][N:29]([CH2:32][CH:33]([OH:35])[CH3:34])[CH2:30][CH2:31][C:25]=3[CH:24]=2)=[N:3][CH:4]=1. The yield is 0.620.